From a dataset of Forward reaction prediction with 1.9M reactions from USPTO patents (1976-2016). Predict the product of the given reaction. (1) Given the reactants [NH2:1][N:2]1[CH:6]=[C:5]([Cl:7])[CH:4]=[C:3]1[C:8]([O:10]C)=O.[NH3:12].CO, predict the reaction product. The product is: [NH2:1][N:2]1[CH:6]=[C:5]([Cl:7])[CH:4]=[C:3]1[C:8]([NH2:12])=[O:10]. (2) Given the reactants [OH:1][C:2]1[CH:9]=[CH:8][C:5]([CH2:6][OH:7])=[CH:4][CH:3]=1.C([O-])([O-])=O.[K+].[K+].Br[CH2:17][CH2:18][CH2:19][C:20]([O:22][CH3:23])=[O:21], predict the reaction product. The product is: [OH:7][CH2:6][C:5]1[CH:8]=[CH:9][C:2]([O:1][CH2:17][CH2:18][CH2:19][C:20]([O:22][CH3:23])=[O:21])=[CH:3][CH:4]=1. (3) Given the reactants [F:1][C:2]1([F:29])[CH2:7][CH2:6][N:5]([C:8]([C:10]2[NH:28][C:13]3=[N:14][CH:15]=[C:16]([O:18][CH:19]4[CH2:24][CH2:23][N:22]([CH:25]([CH3:27])[CH3:26])[CH2:21][CH2:20]4)[CH:17]=[C:12]3[CH:11]=2)=[O:9])[CH2:4][CH2:3]1.[H-].[Na+].[CH3:32][O:33][CH2:34][CH2:35]Br, predict the reaction product. The product is: [F:29][C:2]1([F:1])[CH2:7][CH2:6][N:5]([C:8]([C:10]2[N:28]([CH2:35][CH2:34][O:33][CH3:32])[C:13]3=[N:14][CH:15]=[C:16]([O:18][CH:19]4[CH2:20][CH2:21][N:22]([CH:25]([CH3:27])[CH3:26])[CH2:23][CH2:24]4)[CH:17]=[C:12]3[CH:11]=2)=[O:9])[CH2:4][CH2:3]1.